The task is: Predict the reaction yield, written as a fraction of the theoretical maximum amount of product (1.0 means a 100% yield; for example, 0.34 means a 34% yield).. This data is from Reaction yield outcomes from USPTO patents with 853,638 reactions. (1) The reactants are [Br:1][C:2]1[CH:7]=[CH:6][C:5]([C:8]2[CH2:12][C:11]([C:17]3[CH:22]=[C:21]([Cl:23])[CH:20]=[C:19]([Cl:24])[CH:18]=3)([C:13]([F:16])([F:15])[F:14])[O:10][N:9]=2)=[CH:4][C:3]=1[CH2:25]Br.[CH3:27][C:28]([O-:30])=[O:29].[Na+]. The catalyst is CC(O)=O. The product is [C:28]([O:30][CH2:25][C:3]1[CH:4]=[C:5]([C:8]2[CH2:12][C:11]([C:17]3[CH:22]=[C:21]([Cl:23])[CH:20]=[C:19]([Cl:24])[CH:18]=3)([C:13]([F:16])([F:15])[F:14])[O:10][N:9]=2)[CH:6]=[CH:7][C:2]=1[Br:1])(=[O:29])[CH3:27]. The yield is 0.850. (2) The catalyst is CN(C=O)C. The product is [Cl:1][C:2]1[CH:3]=[C:4]([CH3:12])[C:5]([O:11][CH3:13])=[CH:6][C:7]=1[N+:8]([O-:10])=[O:9]. The reactants are [Cl:1][C:2]1[C:7]([N+:8]([O-:10])=[O:9])=[CH:6][C:5]([OH:11])=[C:4]([CH3:12])[CH:3]=1.[C:13](=O)([O-])[O-].[K+].[K+].CI.C(O)(=O)CC(CC(O)=O)(C(O)=O)O. The yield is 1.00.